From a dataset of Catalyst prediction with 721,799 reactions and 888 catalyst types from USPTO. Predict which catalyst facilitates the given reaction. (1) Reactant: [Si:1]([O:8][CH2:9][C:10]1[CH:15]=[C:14]([C:16]([F:19])([F:18])[F:17])[CH:13]=[CH:12][C:11]=1[CH:20]([CH:22]1[CH2:27][CH2:26][CH2:25][CH2:24][CH2:23]1)[OH:21])([C:4]([CH3:7])([CH3:6])[CH3:5])([CH3:3])[CH3:2].[H-].[Na+].[CH3:30]I.O. Product: [CH:22]1([CH:20]([O:21][CH3:30])[C:11]2[CH:12]=[CH:13][C:14]([C:16]([F:19])([F:18])[F:17])=[CH:15][C:10]=2[CH2:9][O:8][Si:1]([C:4]([CH3:7])([CH3:6])[CH3:5])([CH3:3])[CH3:2])[CH2:23][CH2:24][CH2:25][CH2:26][CH2:27]1. The catalyst class is: 1. (2) Reactant: [CH3:1][N:2]([CH3:20])[CH2:3][CH2:4][C:5]([N:7]1[CH2:16][CH2:15][C:14]2[C:9](=[CH:10][C:11]([NH2:19])=[C:12]([O:17][CH3:18])[CH:13]=2)[CH2:8]1)=O.[H-].[Al+3].[Li+].[H-].[H-].[H-]. Product: [CH3:20][N:2]([CH3:1])[CH2:3][CH2:4][CH2:5][N:7]1[CH2:16][CH2:15][C:14]2[C:9](=[CH:10][C:11]([NH2:19])=[C:12]([O:17][CH3:18])[CH:13]=2)[CH2:8]1. The catalyst class is: 7. (3) Reactant: [CH:1]1([C:5](=[O:8])[CH2:6][CH3:7])[CH2:4][CH2:3][CH2:2]1.[Br:9]Br. Product: [Br:9][CH:6]([CH3:7])[C:5]([CH:1]1[CH2:4][CH2:3][CH2:2]1)=[O:8]. The catalyst class is: 5. (4) Reactant: [F:1][C:2]([F:20])([F:19])[C:3]1[CH:4]=[C:5]([C:9]2[CH:17]=[CH:16][CH:15]=[C:14]3[C:10]=2[CH2:11][C:12](=[O:18])[NH:13]3)[CH:6]=[CH:7][CH:8]=1.[CH3:21][C@H:22]1[NH:27][C@@H:26]([CH3:28])[CH2:25][N:24]([C:29]([C:31]2[C:32]([CH3:38])=[C:33]([CH:36]=O)[NH:34][CH:35]=2)=[O:30])[CH2:23]1. Product: [CH3:28][C@H:26]1[NH:27][C@@H:22]([CH3:21])[CH2:23][N:24]([C:29]([C:31]2[C:32]([CH3:38])=[C:33]([CH:36]=[C:11]3[C:10]4[C:14](=[CH:15][CH:16]=[CH:17][C:9]=4[C:5]4[CH:6]=[CH:7][CH:8]=[C:3]([C:2]([F:1])([F:19])[F:20])[CH:4]=4)[NH:13][C:12]3=[O:18])[NH:34][CH:35]=2)=[O:30])[CH2:25]1. The catalyst class is: 360. (5) Reactant: [CH:1]1([N:4]([CH2:31][C:32]2[CH:37]=[CH:36][CH:35]=[C:34]([Cl:38])[C:33]=2[Cl:39])[C:5](=[O:30])[CH:6]([CH2:10][C:11]2[CH:16]=[CH:15][C:14]([O:17][CH2:18][CH2:19][O:20][C:21]3[C:26]([Cl:27])=[CH:25][C:24]([CH3:28])=[CH:23][C:22]=3[Cl:29])=[CH:13][CH:12]=2)[CH2:7][CH2:8]O)[CH2:3][CH2:2]1.CCN(C(C)C)C(C)C.CS(Cl)(=O)=O.[N-:54]=[N+:55]=[N-:56].[Na+]. Product: [N:54]([CH2:8][CH2:7][CH:6]([CH2:10][C:11]1[CH:12]=[CH:13][C:14]([O:17][CH2:18][CH2:19][O:20][C:21]2[C:26]([Cl:27])=[CH:25][C:24]([CH3:28])=[CH:23][C:22]=2[Cl:29])=[CH:15][CH:16]=1)[C:5]([N:4]([CH:1]1[CH2:2][CH2:3]1)[CH2:31][C:32]1[CH:37]=[CH:36][CH:35]=[C:34]([Cl:38])[C:33]=1[Cl:39])=[O:30])=[N+:55]=[N-:56]. The catalyst class is: 34. (6) Reactant: [CH3:1][O:2][C:3]1[C:4]2[C:15]([C:16]3[CH:21]=[CH:20][CH:19]=[CH:18][CH:17]=3)=[C:14]([C:22]3[CH:27]=[CH:26][C:25]([C:28]4([NH:32][C:33](=[O:39])[O:34][C:35]([CH3:38])([CH3:37])[CH3:36])[CH2:31][CH2:30][CH2:29]4)=[CH:24][CH:23]=3)[O:13][C:5]=2[N:6]=[C:7](S(C)(=O)=O)[N:8]=1.[NH2:40][CH2:41][CH2:42][CH2:43][OH:44]. Product: [OH:44][CH2:43][CH2:42][CH2:41][NH:40][C:7]1[N:8]=[C:3]([O:2][CH3:1])[C:4]2[C:15]([C:16]3[CH:21]=[CH:20][CH:19]=[CH:18][CH:17]=3)=[C:14]([C:22]3[CH:27]=[CH:26][C:25]([C:28]4([NH:32][C:33](=[O:39])[O:34][C:35]([CH3:38])([CH3:37])[CH3:36])[CH2:31][CH2:30][CH2:29]4)=[CH:24][CH:23]=3)[O:13][C:5]=2[N:6]=1. The catalyst class is: 3. (7) Reactant: [Br:1][C:2]1[CH:3]=[CH:4][C:5]([O:10][CH2:11][C@@H:12]2[CH2:14][O:13]2)=[C:6]([CH:9]=1)C=O.C1C=C(Cl)C=C([C:22]([O:24]O)=[O:23])C=1. Product: [CH:22]([O:24][C:6]1[CH:9]=[C:2]([Br:1])[CH:3]=[CH:4][C:5]=1[O:10][CH2:11][C@@H:12]1[CH2:14][O:13]1)=[O:23]. The catalyst class is: 2. (8) Reactant: C([O-])([O-])=O.[K+].[K+].[CH2:7]([O:9][C:10]([N:12]1[CH2:17][CH2:16][NH:15][CH2:14][CH2:13]1)=[O:11])[CH3:8].[CH2:18](Br)[C:19]#[CH:20]. Product: [CH2:7]([O:9][C:10]([N:12]1[CH2:13][CH2:14][N:15]([CH2:20][C:19]#[CH:18])[CH2:16][CH2:17]1)=[O:11])[CH3:8]. The catalyst class is: 291. (9) Reactant: [CH:1]([C:4]1[C:8]([CH2:9][CH2:10][CH2:11][OH:12])=[CH:7][N:6]([C:13]2[CH:18]=[CH:17][C:16]([C:19]([F:22])([F:21])[F:20])=[CH:15][N:14]=2)[N:5]=1)([CH3:3])[CH3:2].O[C:24]1[CH:25]=[C:26]([O:35][CH3:36])[CH:27]=[C:28]([CH2:30][C:31]([O:33]C)=[O:32])[CH:29]=1.C(P(CCCC)CCCC)CCC.N(C(N1CCCCC1)=O)=NC(N1CCCCC1)=O. Product: [CH:1]([C:4]1[C:8]([CH2:9][CH2:10][CH2:11][O:12][C:24]2[CH:29]=[C:28]([CH2:30][C:31]([OH:33])=[O:32])[CH:27]=[C:26]([O:35][CH3:36])[CH:25]=2)=[CH:7][N:6]([C:13]2[CH:18]=[CH:17][C:16]([C:19]([F:21])([F:20])[F:22])=[CH:15][N:14]=2)[N:5]=1)([CH3:3])[CH3:2]. The catalyst class is: 7. (10) Reactant: C(OC(=O)[NH:7][CH2:8][C:9]1[C:13]2[CH:14]=[CH:15][C:16]([O:18][C:19]3[S:20][C:21]4[C:22]([N:27]=3)=[N:23][CH:24]=[CH:25][CH:26]=4)=[CH:17][C:12]=2[O:11][CH:10]=1)(C)(C)C.[ClH:29]. Product: [ClH:29].[S:20]1[C:21]2[C:22](=[N:23][CH:24]=[CH:25][CH:26]=2)[N:27]=[C:19]1[O:18][C:16]1[CH:15]=[CH:14][C:13]2[C:9]([CH2:8][NH2:7])=[CH:10][O:11][C:12]=2[CH:17]=1. The catalyst class is: 343.